From a dataset of Full USPTO retrosynthesis dataset with 1.9M reactions from patents (1976-2016). Predict the reactants needed to synthesize the given product. (1) The reactants are: Cl[C:2]1[CH:13]=[C:6]2[N:7]([CH3:12])[CH:8]([CH3:11])[CH2:9][CH2:10][N:5]2[C:4](=[O:14])[N:3]=1.F[C:16]1[CH:17]=[C:18]([CH2:24][OH:25])[CH:19]=[C:20](F)[C:21]=1[F:22]. Given the product [F:22][C:21]1[CH:20]=[CH:19][C:18]([CH2:24][O:25][C:2]2[CH:13]=[C:6]3[N:7]([CH3:12])[CH:8]([CH3:11])[CH2:9][CH2:10][N:5]3[C:4](=[O:14])[N:3]=2)=[CH:17][CH:16]=1, predict the reactants needed to synthesize it. (2) Given the product [CH2:1]([O:3][C:4](=[O:12])[C:5]([C:7]1([Br:16])[CH2:11][CH2:10][O:9][CH:8]1[O:15][CH2:13][CH3:14])=[O:6])[CH3:2], predict the reactants needed to synthesize it. The reactants are: [CH2:1]([O:3][C:4](=[O:12])[C:5]([C:7]1[CH2:11][CH2:10][O:9][CH:8]=1)=[O:6])[CH3:2].[CH2:13]([OH:15])[CH3:14].[Br:16]N1C(=O)CCC1=O. (3) The reactants are: [OH:1][C:2]1[C:10]([OH:11])=[C:9]([O:12][CH3:13])[CH:8]=[CH:7][C:3]=1[C:4]([OH:6])=[O:5].[CH3:14][O:15][C:16]1[CH2:21][CH2:20][O:19][CH2:18][CH:17]=1. Given the product [OH:1][C:2]1[C:10]([OH:11])=[C:9]([O:12][CH3:13])[CH:8]=[CH:7][C:3]=1[C:4]([OH:6])=[O:5].[CH3:13][O:12][C:9]1[C:14]2[O:15][C:16]3([O:1][C:2]=2[C:3]([C:4]([OH:6])=[O:5])=[CH:7][CH:8]=1)[CH2:21][CH2:20][O:19][CH2:18][CH2:17]3, predict the reactants needed to synthesize it. (4) Given the product [OH:32][CH:4]([C:5]1[CH:10]=[CH:9][CH:8]=[CH:7][C:6]=1[C:11]1[CH:31]=[CH:30][C:14]2[NH:15][C:16]([CH2:18][O:19][C:20]3[CH:25]=[CH:24][C:23]([C:26]([F:28])([F:29])[F:27])=[CH:22][CH:21]=3)=[N:17][C:13]=2[CH:12]=1)[C:3]([OH:33])=[O:2], predict the reactants needed to synthesize it. The reactants are: C[O:2][C:3](=[O:33])[CH:4]([OH:32])[C:5]1[CH:10]=[CH:9][CH:8]=[CH:7][C:6]=1[C:11]1[CH:31]=[CH:30][C:14]2[NH:15][C:16]([CH2:18][O:19][C:20]3[CH:25]=[CH:24][C:23]([C:26]([F:29])([F:28])[F:27])=[CH:22][CH:21]=3)=[N:17][C:13]=2[CH:12]=1.CO.[OH-].[Li+].Cl. (5) Given the product [CH2:1]([C:8]1[CH:9]=[N:10][C:11]2[C:16]([C:17]=1[C:18]1[CH:19]=[C:20]([NH:24][CH2:34][C:31]3[CH:32]=[CH:33][O:29][CH:30]=3)[CH:21]=[CH:22][CH:23]=1)=[CH:15][CH:14]=[CH:13][C:12]=2[C:25]([F:28])([F:26])[F:27])[C:2]1[CH:3]=[CH:4][CH:5]=[CH:6][CH:7]=1, predict the reactants needed to synthesize it. The reactants are: [CH2:1]([C:8]1[CH:9]=[N:10][C:11]2[C:16]([C:17]=1[C:18]1[CH:19]=[C:20]([NH2:24])[CH:21]=[CH:22][CH:23]=1)=[CH:15][CH:14]=[CH:13][C:12]=2[C:25]([F:28])([F:27])[F:26])[C:2]1[CH:7]=[CH:6][CH:5]=[CH:4][CH:3]=1.[O:29]1[CH:33]=[CH:32][C:31]([CH:34]=O)=[CH:30]1. (6) Given the product [CH2:33]([C:30]1[CH:29]=[N:28][C:27]([N:6]2[CH2:5][CH2:4][C:3]([F:2])([C:9]3[S:10][C:11]([CH2:14][O:15][C:16]4[CH:21]=[CH:20][C:19]([S:22]([CH3:25])(=[O:24])=[O:23])=[CH:18][CH:17]=4)=[CH:12][N:13]=3)[CH2:8][CH2:7]2)=[N:32][CH:31]=1)[CH3:34], predict the reactants needed to synthesize it. The reactants are: Cl.[F:2][C:3]1([C:9]2[S:10][C:11]([CH2:14][O:15][C:16]3[CH:21]=[CH:20][C:19]([S:22]([CH3:25])(=[O:24])=[O:23])=[CH:18][CH:17]=3)=[CH:12][N:13]=2)[CH2:8][CH2:7][NH:6][CH2:5][CH2:4]1.Cl[C:27]1[N:32]=[CH:31][C:30]([CH2:33][CH3:34])=[CH:29][N:28]=1.CCN(C(C)C)C(C)C. (7) Given the product [CH2:9]([N:16]1[CH2:22][C:21]2[N:23]=[CH:24][C:25]([O:6][C@@H:4]([CH:1]3[CH2:3][CH2:2]3)[CH3:5])=[N:26][C:20]=2[O:19][CH2:18][CH2:17]1)[C:10]1[CH:11]=[CH:12][CH:13]=[CH:14][CH:15]=1, predict the reactants needed to synthesize it. The reactants are: [CH:1]1([C@H:4]([OH:6])[CH3:5])[CH2:3][CH2:2]1.[H-].[Na+].[CH2:9]([N:16]1[CH2:22][C:21]2[N:23]=[CH:24][C:25](Cl)=[N:26][C:20]=2[O:19][CH2:18][CH2:17]1)[C:10]1[CH:15]=[CH:14][CH:13]=[CH:12][CH:11]=1.C1C=CC(P(C2C(C3C(P(C4C=CC=CC=4)C4C=CC=CC=4)=CC=C4C=3C=CC=C4)=C3C(C=CC=C3)=CC=2)C2C=CC=CC=2)=CC=1. (8) Given the product [C:1]([NH:5][C:6](=[O:35])[CH2:7][N:8]1[C:17](=[O:18])[C:16]2[C:11](=[CH:12][CH:13]=[C:14]([CH2:19][CH2:20][CH2:21][CH2:22][N:23]3[CH2:27][CH2:26][CH2:25][CH2:24]3)[CH:15]=2)[N:10]=[C:9]1[C:28]1[CH:33]=[CH:32][CH:31]=[C:30]([Cl:34])[CH:29]=1)([CH3:4])([CH3:2])[CH3:3], predict the reactants needed to synthesize it. The reactants are: [C:1]([NH:5][C:6](=[O:35])[CH2:7][N:8]1[C:17](=[O:18])[C:16]2[C:11](=[CH:12][CH:13]=[C:14]([CH:19]=[CH:20][CH2:21][CH2:22][N:23]3[CH2:27][CH2:26][CH2:25][CH2:24]3)[CH:15]=2)[N:10]=[C:9]1[C:28]1[CH:33]=[CH:32][CH:31]=[C:30]([Cl:34])[CH:29]=1)([CH3:4])([CH3:3])[CH3:2].